This data is from Reaction yield outcomes from USPTO patents with 853,638 reactions. The task is: Predict the reaction yield, written as a fraction of the theoretical maximum amount of product (1.0 means a 100% yield; for example, 0.34 means a 34% yield). (1) The reactants are [CH2:1]([NH:13][C:14]1[CH:19]=[CH:18][CH:17]=[C:16]([CH3:20])[CH:15]=1)[CH2:2][CH2:3][CH2:4][CH2:5][CH2:6][CH2:7][CH2:8][CH2:9][CH2:10][CH2:11][CH3:12].Br[CH2:22][CH2:23][CH:24]([CH3:30])[CH2:25][C:26]([CH3:29])([CH3:28])[CH3:27].C(=O)(O)[O-].[Na+]. The catalyst is CN1CCCC1=O. The product is [CH2:1]([N:13]([CH2:22][CH2:23][CH:24]([CH3:30])[CH2:25][C:26]([CH3:29])([CH3:28])[CH3:27])[C:14]1[CH:19]=[CH:18][CH:17]=[C:16]([CH3:20])[CH:15]=1)[CH2:2][CH2:3][CH2:4][CH2:5][CH2:6][CH2:7][CH2:8][CH2:9][CH2:10][CH2:11][CH3:12]. The yield is 0.580. (2) The reactants are C(O)C.[CH2:4]([CH:6]1[CH2:15][CH:14]2[C:9](=[CH:10][C:11]([O:24][CH3:25])=[C:12]([O:16]CC3C=CC=CC=3)[CH2:13]2)[CH2:8][N:7]1[CH2:26][C:27]1[CH:32]=[C:31]([O:33][CH3:34])[C:30]([O:35][CH3:36])=[C:29]([O:37][CH3:38])[CH:28]=1)[CH3:5]. The catalyst is C1COCC1.[Pd]. The product is [CH2:4]([CH:6]1[CH2:15][CH:14]2[C:9](=[CH:10][C:11]([O:24][CH3:25])=[C:12]([OH:16])[CH2:13]2)[CH2:8][N:7]1[CH2:26][C:27]1[CH:28]=[C:29]([O:37][CH3:38])[C:30]([O:35][CH3:36])=[C:31]([O:33][CH3:34])[CH:32]=1)[CH3:5]. The yield is 0.930. (3) The reactants are CC(O[C:6]([NH:8][C@@H:9]([CH2:19][C:20]1[CH:25]=[CH:24][C:23]([C:26]2[N:27]=[C:28]3[C:33]([CH3:34])=[CH:32][CH:31]=[CH:30][N:29]3[CH:35]=2)=[CH:22][CH:21]=1)[CH2:10][CH2:11][C:12]([O:14]C(C)(C)C)=[O:13])=[O:7])(C)C.FC(F)(F)C(O)=O.C([SiH](CC)CC)C.C(NC(C)C)(C)C.[Cl:57][C:58]1[CH:59]=[C:60]([CH:75]=[CH:76][C:77]=1[O:78][CH:79]([CH3:81])[CH3:80])C(OC1C(F)=C(F)C(F)=C(F)C=1F)=O. The catalyst is C(Cl)Cl. The product is [Cl:57][C:58]1[CH:59]=[C:60]([C:6]([NH:8][C@@H:9]([CH2:19][C:20]2[CH:21]=[CH:22][C:23]([C:26]3[N:27]=[C:28]4[C:33]([CH3:34])=[CH:32][CH:31]=[CH:30][N:29]4[CH:35]=3)=[CH:24][CH:25]=2)[CH2:10][CH2:11][C:12]([OH:14])=[O:13])=[O:7])[CH:75]=[CH:76][C:77]=1[O:78][CH:79]([CH3:81])[CH3:80]. The yield is 0.610. (4) The reactants are [CH:1]([N:14]1[C:22]2[C:17](=[CH:18][C:19]([Cl:23])=[CH:20][CH:21]=2)[C:16]([CH2:24][CH2:25][O:26][C:27]2[CH:35]=[CH:34][C:30]([C:31]([OH:33])=[O:32])=[CH:29][CH:28]=2)=[C:15]1[CH2:36][CH2:37][NH:38]S(CC1C=CC=CC=1)(=O)=O)([C:8]1[CH:13]=[CH:12][CH:11]=[CH:10][CH:9]=1)[C:2]1[CH:7]=[CH:6][CH:5]=[CH:4][CH:3]=1.[Cl:49][C:50]1[CH:51]=[C:52]([S:57](Cl)(=[O:59])=[O:58])[CH:53]=[C:54]([Cl:56])[CH:55]=1. No catalyst specified. The product is [CH:1]([N:14]1[C:22]2[C:17](=[CH:18][C:19]([Cl:23])=[CH:20][CH:21]=2)[C:16]([CH2:24][CH2:25][O:26][C:27]2[CH:35]=[CH:34][C:30]([C:31]([OH:33])=[O:32])=[CH:29][CH:28]=2)=[C:15]1[CH2:36][CH2:37][NH:38][S:57]([C:52]1[CH:51]=[C:50]([Cl:49])[CH:55]=[C:54]([Cl:56])[CH:53]=1)(=[O:59])=[O:58])([C:2]1[CH:3]=[CH:4][CH:5]=[CH:6][CH:7]=1)[C:8]1[CH:9]=[CH:10][CH:11]=[CH:12][CH:13]=1. The yield is 0.600. (5) The reactants are [C:1]([CH2:3][CH2:4][NH:5][C:6]1[CH:16]=[CH:15][C:14]([N+:17]([O-:19])=[O:18])=[CH:13][C:7]=1[C:8]([NH:10][CH2:11][CH3:12])=[O:9])#[N:2].Cl[C:21](Cl)([O:23]C(=O)OC(Cl)(Cl)Cl)Cl. The catalyst is C1COCC1. The product is [CH2:11]([N:10]1[C:8](=[O:9])[C:7]2[C:6](=[CH:16][CH:15]=[C:14]([N+:17]([O-:19])=[O:18])[CH:13]=2)[N:5]([CH2:4][CH2:3][C:1]#[N:2])[C:21]1=[O:23])[CH3:12]. The yield is 0.520. (6) The reactants are Cl[CH2:2][C:3]1[N:4]=[C:5]([N:9]2[CH2:14][CH2:13][CH:12]([C:15]([O:17][CH2:18][CH3:19])=[O:16])[CH2:11][CH2:10]2)[S:6][C:7]=1[CH3:8].[O:20]=[CH:21][C:22]1[CH:30]=[CH:29][C:27]([OH:28])=[C:24]([O:25][CH3:26])[CH:23]=1.C(=O)([O-])[O-].[K+].[K+].CN(C)C=O. The catalyst is O. The product is [CH:21]([C:22]1[CH:30]=[CH:29][C:27]([O:28][CH2:2][C:3]2[N:4]=[C:5]([N:9]3[CH2:14][CH2:13][CH:12]([C:15]([O:17][CH2:18][CH3:19])=[O:16])[CH2:11][CH2:10]3)[S:6][C:7]=2[CH3:8])=[C:24]([O:25][CH3:26])[CH:23]=1)=[O:20]. The yield is 0.830. (7) The reactants are [OH:1][CH2:2][CH:3]1[S:7][C:6]([C:8]2[NH:9][C:10]3[C:15]([CH:16]=2)=[CH:14][CH:13]=[CH:12][C:11]=3[N:17]([CH3:27])[S:18]([C:21]2[CH:26]=[CH:25][CH:24]=[CH:23][N:22]=2)(=[O:20])=[O:19])=[N:5][CH2:4]1.C(N(CC)CC)C.[CH3:35][S:36](Cl)(=[O:38])=[O:37].O. The catalyst is O1CCCC1. The product is [CH3:35][S:36]([O:1][CH2:2][CH:3]1[S:7][C:6]([C:8]2[NH:9][C:10]3[C:15]([CH:16]=2)=[CH:14][CH:13]=[CH:12][C:11]=3[N:17]([CH3:27])[S:18]([C:21]2[CH:26]=[CH:25][CH:24]=[CH:23][N:22]=2)(=[O:19])=[O:20])=[N:5][CH2:4]1)(=[O:38])=[O:37]. The yield is 0.770.